Dataset: Reaction yield outcomes from USPTO patents with 853,638 reactions. Task: Predict the reaction yield, written as a fraction of the theoretical maximum amount of product (1.0 means a 100% yield; for example, 0.34 means a 34% yield). (1) The reactants are [C:1]1(=[O:7])[CH2:6][CH2:5][CH2:4][CH:3]=[CH:2]1.Br[CH:9]([C:15]([O:17][CH2:18][CH3:19])=[O:16])[C:10]([O:12][CH2:13][CH3:14])=[O:11].C[Si](Cl)(C)C. The catalyst is C1COCC1. The product is [O:7]=[C:1]1[CH2:6][CH2:5][CH2:4][CH:3]([CH:9]([C:10]([O:12][CH2:13][CH3:14])=[O:11])[C:15]([O:17][CH2:18][CH3:19])=[O:16])[CH2:2]1. The yield is 0.710. (2) The reactants are [CH2:1]([C:5]1[N:6]=[C:7]([CH3:27])[NH:8][C:9](=[O:26])[C:10]=1[CH2:11][C:12]1[CH:17]=[CH:16][C:15]([C:18]2[C:19]([C:24]#[N:25])=[CH:20][CH:21]=[CH:22][CH:23]=2)=[CH:14][CH:13]=1)[CH2:2][CH2:3][CH3:4].[H-].[Na+].CN(C)C=O.Br[CH2:36][C:37]1[CH:42]=[CH:41][C:40]([Cl:43])=[CH:39][CH:38]=1. The catalyst is C(OCC)(=O)C. The product is [CH2:1]([C:5]1[N:6]=[C:7]([CH3:27])[N:8]([CH2:36][C:37]2[CH:42]=[CH:41][C:40]([Cl:43])=[CH:39][CH:38]=2)[C:9](=[O:26])[C:10]=1[CH2:11][C:12]1[CH:17]=[CH:16][C:15]([C:18]2[C:19]([C:24]#[N:25])=[CH:20][CH:21]=[CH:22][CH:23]=2)=[CH:14][CH:13]=1)[CH2:2][CH2:3][CH3:4]. The yield is 0.620. (3) The reactants are Br[C:2]1[CH:3]=[C:4]([C:15]([NH:17][CH2:18][C:19]2[C:20](=[O:27])[NH:21][C:22]([CH3:26])=[CH:23][C:24]=2[CH3:25])=[O:16])[C:5]2[CH:10]=[N:9][N:8]([CH:11]3[CH2:14][O:13][CH2:12]3)[C:6]=2[N:7]=1.[CH3:28][C:29]1([CH3:46])[CH2:34][C:33](B2OC(C)(C)C(C)(C)O2)=[CH:32][C:31]([CH3:45])([CH3:44])[NH:30]1.C([O-])([O-])=O.[Na+].[Na+].CCOC(C)=O. The catalyst is O1CCOCC1.C1C=CC([P]([Pd]([P](C2C=CC=CC=2)(C2C=CC=CC=2)C2C=CC=CC=2)([P](C2C=CC=CC=2)(C2C=CC=CC=2)C2C=CC=CC=2)[P](C2C=CC=CC=2)(C2C=CC=CC=2)C2C=CC=CC=2)(C2C=CC=CC=2)C2C=CC=CC=2)=CC=1. The product is [CH3:25][C:24]1[CH:23]=[C:22]([CH3:26])[NH:21][C:20](=[O:27])[C:19]=1[CH2:18][NH:17][C:15]([C:4]1[C:5]2[CH:10]=[N:9][N:8]([CH:11]3[CH2:14][O:13][CH2:12]3)[C:6]=2[N:7]=[C:2]([C:33]2[CH2:32][C:31]([CH3:45])([CH3:44])[NH:30][C:29]([CH3:46])([CH3:28])[CH:34]=2)[CH:3]=1)=[O:16]. The yield is 0.440. (4) The reactants are C(O)C.C(OC(=O)[NH:10][C:11]1[CH:16]=[C:15]([CH:17]([S:26]([C:29]2[CH:34]=[CH:33][C:32]([Cl:35])=[CH:31][CH:30]=2)(=[O:28])=[O:27])[C:18]2[CH:23]=[C:22]([F:24])[CH:21]=[CH:20][C:19]=2[F:25])[C:14]([Br:36])=[CH:13][N:12]=1)(C)(C)C.Cl.C(=O)(O)[O-].[Na+]. The catalyst is C(OCC)(=O)C. The product is [Br:36][C:14]1[C:15]([CH:17]([S:26]([C:29]2[CH:34]=[CH:33][C:32]([Cl:35])=[CH:31][CH:30]=2)(=[O:28])=[O:27])[C:18]2[CH:23]=[C:22]([F:24])[CH:21]=[CH:20][C:19]=2[F:25])=[CH:16][C:11]([NH2:10])=[N:12][CH:13]=1. The yield is 0.670. (5) The reactants are [O:1]=[C:2]1[N:11]([CH:12]2[CH2:17][CH2:16][N:15]([C:18]([NH:20][C@H:21]([CH2:25][C:26]3[CH:38]=[CH:37][C:29]4[NH:30][C:31]([C:33]([F:36])([F:35])[F:34])=[N:32][C:28]=4[CH:27]=3)[C:22]([OH:24])=O)=[O:19])[CH2:14][CH2:13]2)[CH2:10][C:9]2[C:4](=[CH:5][CH:6]=[CH:7][CH:8]=2)[NH:3]1.C(N(C(C)C)CC)(C)C.C1CN([P+](ON2N=NC3C=CC=CC2=3)(N2CCCC2)N2CCCC2)CC1.F[P-](F)(F)(F)(F)F.[N:81]1([CH:87]2[CH2:92][CH2:91][NH:90][CH2:89][CH2:88]2)[CH2:86][CH2:85][CH2:84][CH2:83][CH2:82]1. The catalyst is C(Cl)Cl. The product is [F:34][C:33]([F:36])([F:35])[C:31]1[NH:30][C:29]2[CH:37]=[CH:38][C:26]([CH2:25][C@@H:21]([NH:20][C:18]([N:15]3[CH2:16][CH2:17][CH:12]([N:11]4[CH2:10][C:9]5[C:4](=[CH:5][CH:6]=[CH:7][CH:8]=5)[NH:3][C:2]4=[O:1])[CH2:13][CH2:14]3)=[O:19])[C:22](=[O:24])[N:90]3[CH2:91][CH2:92][CH:87]([N:81]4[CH2:86][CH2:85][CH2:84][CH2:83][CH2:82]4)[CH2:88][CH2:89]3)=[CH:27][C:28]=2[N:32]=1. The yield is 0.120. (6) The reactants are [C:1]([N:4](C)[S:5]([C:8]1[CH:13]=[CH:12][C:11]([N:14]2[C:22]3[C:21]4[CH:23]=[C:24]([NH:27][C:28](=[O:36])[C:29]5[CH:34]=[CH:33][CH:32]=[CH:31][C:30]=5[Cl:35])[CH:25]=[CH:26][C:20]=4[CH2:19][CH2:18][C:17]=3[C:16]([C:37]([NH2:39])=[O:38])=[N:15]2)=[CH:10][CH:9]=1)(=[O:7])=[O:6])(=O)C. The catalyst is [OH-].[Na+].CCO. The product is [Cl:35][C:30]1[CH:31]=[CH:32][CH:33]=[CH:34][C:29]=1[C:28]([NH:27][C:24]1[CH:25]=[CH:26][C:20]2[CH2:19][CH2:18][C:17]3[C:16]([C:37]([NH2:39])=[O:38])=[N:15][N:14]([C:11]4[CH:10]=[CH:9][C:8]([S:5]([NH:4][CH3:1])(=[O:6])=[O:7])=[CH:13][CH:12]=4)[C:22]=3[C:21]=2[CH:23]=1)=[O:36]. The yield is 0.530. (7) The reactants are [F:1][C:2]([F:22])([F:21])[O:3][C:4]1[CH:9]=[CH:8][C:7]([C:10]2[C:11](=[O:20])[NH:12][C:13]3([CH2:19][CH2:18][CH2:17][CH2:16][CH2:15]3)[N:14]=2)=[CH:6][CH:5]=1.Br[CH2:24][C:25]([O:27][CH2:28][CH3:29])=[O:26].C(=O)([O-])[O-].[K+].[K+].O. The catalyst is CN(C=O)C. The product is [O:20]=[C:11]1[C:10]([C:7]2[CH:8]=[CH:9][C:4]([O:3][C:2]([F:1])([F:21])[F:22])=[CH:5][CH:6]=2)=[N:14][C:13]2([CH2:19][CH2:18][CH2:17][CH2:16][CH2:15]2)[N:12]1[CH2:24][C:25]([O:27][CH2:28][CH3:29])=[O:26]. The yield is 0.500. (8) The reactants are COC(C1C=C(NS(C2C=CC(C)=CC=2)(=O)=O)C2C(=C(OCC3C=CC=CC=3)C=CC=2)N=1)=O.[CH2:34]([O:36][C:37]([C:39]1[C:48](=[O:49])[NH:47][C:46]2[C:41](=[C:42]([O:50]CC3C=CC=CC=3)[CH:43]=[CH:44][CH:45]=2)[N:40]=1)=[O:38])[CH3:35]. No catalyst specified. The product is [CH2:34]([O:36][C:37]([C:39]1[C:48](=[O:49])[NH:47][C:46]2[C:41](=[C:42]([OH:50])[CH:43]=[CH:44][CH:45]=2)[N:40]=1)=[O:38])[CH3:35]. The yield is 0.970.